Dataset: Forward reaction prediction with 1.9M reactions from USPTO patents (1976-2016). Task: Predict the product of the given reaction. (1) Given the reactants [C:1](Cl)(=O)C.[Br:5][C:6]1[CH:14]=[C:13]2[C:9]([C:10]([C:15]([OH:17])=[O:16])=[CH:11][NH:12]2)=[CH:8][CH:7]=1, predict the reaction product. The product is: [CH3:1][O:16][C:15]([C:10]1[C:9]2[C:13](=[CH:14][C:6]([Br:5])=[CH:7][CH:8]=2)[NH:12][CH:11]=1)=[O:17]. (2) Given the reactants [C:1]([O:5][C:6]([N:8]1[CH2:12][CH2:11][CH2:10][C@H:9]1[CH2:13][NH2:14])=[O:7])([CH3:4])([CH3:3])[CH3:2].[CH:15]1([C@H:19]([NH:27][C:28]([CH:30]([C:34]2[CH:42]=[CH:41][CH:40]=[C:39]([F:43])[C:35]=2[C:36](O)=[O:37])[C:31](=O)[CH3:32])=[O:29])[C:20]2[CH:25]=[CH:24][CH:23]=[C:22]([F:26])[CH:21]=2)[CH2:18][CH2:17][CH2:16]1, predict the reaction product. The product is: [C:1]([O:5][C:6]([N:8]1[CH2:12][CH2:11][CH2:10][C@H:9]1[CH2:13][N:14]1[C:31]([CH3:32])=[C:30]([C:28](=[O:29])[NH:27][C@@H:19]([CH:15]2[CH2:16][CH2:17][CH2:18]2)[C:20]2[CH:25]=[CH:24][CH:23]=[C:22]([F:26])[CH:21]=2)[C:34]2[C:35](=[C:39]([F:43])[CH:40]=[CH:41][CH:42]=2)[C:36]1=[O:37])=[O:7])([CH3:4])([CH3:3])[CH3:2].